Dataset: M1 muscarinic receptor agonist screen with 61,833 compounds. Task: Binary Classification. Given a drug SMILES string, predict its activity (active/inactive) in a high-throughput screening assay against a specified biological target. The drug is Brc1c(Sc2ccc(cc2)C)oc(c1)/C=N\n1cnnc1. The result is 0 (inactive).